From a dataset of Catalyst prediction with 721,799 reactions and 888 catalyst types from USPTO. Predict which catalyst facilitates the given reaction. (1) Reactant: [CH2:1]([S:3][C:4]1[N:23]=[CH:22][CH:21]=[CH:20][C:5]=1[C:6]([NH:8][C:9]1[C:10]([OH:19])=[N:11][CH:12]=[C:13]([C:15]([F:18])([F:17])[F:16])[CH:14]=1)=O)[CH3:2].N(C(OCCOC)=O)=NC(OCCOC)=O.COCCOC(/N=N/C(OCCOC)=O)=O.C1(P(C2C=CC=CC=2)C2C=CC=CC=2)C=CC=CC=1.[Cl-].[NH4+]. Product: [CH2:1]([S:3][C:4]1[C:5]([C:6]2[O:19][C:10]3[C:9]([N:8]=2)=[CH:14][C:13]([C:15]([F:18])([F:17])[F:16])=[CH:12][N:11]=3)=[CH:20][CH:21]=[CH:22][N:23]=1)[CH3:2]. The catalyst class is: 1. (2) Reactant: C(N(CC)CC)C.FC(F)(F)C(OC(=O)C(F)(F)F)=O.[CH3:21][O:22][C:23]1[N:28]2[N:29]=[C:30]([CH:32]=[N:33]O)[CH:31]=[C:27]2[C:26]([C:35]2[CH:36]([CH3:42])[CH2:37][C:38](=[O:41])[NH:39][N:40]=2)=[CH:25][CH:24]=1.C(=O)(O)[O-].[Na+]. Product: [CH3:21][O:22][C:23]1[N:28]2[N:29]=[C:30]([C:32]#[N:33])[CH:31]=[C:27]2[C:26]([C:35]2[CH:36]([CH3:42])[CH2:37][C:38](=[O:41])[NH:39][N:40]=2)=[CH:25][CH:24]=1. The catalyst class is: 2. (3) Reactant: [ClH:1].C(OC([NH:9][C@@H:10]([CH2:32][CH2:33][S:34][CH3:35])[C:11]([NH:13][C@@:14]1([C:29]([OH:31])=[O:30])[CH2:19][C@@H:18]([S:20][C:21]2[NH:25][CH:24]=[N:23][N:22]=2)[C@@H:17]2[C@H:15]1[C@H:16]2[C:26]([OH:28])=[O:27])=[O:12])=O)(C)(C)C.COC(C)(C)C. Product: [ClH:1].[NH2:9][C@@H:10]([CH2:32][CH2:33][S:34][CH3:35])[C:11]([NH:13][C@@:14]1([C:29]([OH:31])=[O:30])[CH2:19][C@@H:18]([S:20][C:21]2[NH:25][CH:24]=[N:23][N:22]=2)[C@@H:17]2[C@H:15]1[C@H:16]2[C:26]([OH:28])=[O:27])=[O:12]. The catalyst class is: 12. (4) Reactant: [NH2:1][C:2]1[C:3]([Cl:8])=[N:4][CH:5]=[CH:6][CH:7]=1.C(N(CC)CC)C.[Cl-].ClC1N(C)CC[NH+]1C.[CH3:25][O:26][C:27]1[C:28](=[O:51])[C:29]([CH3:50])=[C:30]([CH2:36][C:37]2[CH:38]=[CH:39][C:40]([O:46][C:47](=[O:49])[CH3:48])=[C:41]([CH:45]=2)[C:42](O)=[O:43])[C:31](=[O:35])[C:32]=1[O:33][CH3:34]. Product: [Cl:8][C:3]1[C:2]([NH:1][C:42](=[O:43])[C:41]2[CH:45]=[C:37]([CH2:36][C:30]3[C:31](=[O:35])[C:32]([O:33][CH3:34])=[C:27]([O:26][CH3:25])[C:28](=[O:51])[C:29]=3[CH3:50])[CH:38]=[CH:39][C:40]=2[O:46][C:47](=[O:49])[CH3:48])=[CH:7][CH:6]=[CH:5][N:4]=1. The catalyst class is: 2. (5) Product: [CH3:13][C:14]([CH3:18])([CH3:17])[CH2:15][N:1]1[C:5](=[O:7])[CH2:4][CH2:3][C@H:2]1[C:8]([OH:10])=[O:9]. Reactant: [NH2:1][C@H:2]([C:8]([OH:10])=[O:9])[CH2:3][CH2:4][C:5]([OH:7])=O.[OH-].[Na+].[CH3:13][C:14]([CH3:18])([CH3:17])[CH:15]=O.[BH4-].[Na+]. The catalyst class is: 621.